From a dataset of NCI-60 drug combinations with 297,098 pairs across 59 cell lines. Regression. Given two drug SMILES strings and cell line genomic features, predict the synergy score measuring deviation from expected non-interaction effect. (1) Drug 1: COC1=NC(=NC2=C1N=CN2C3C(C(C(O3)CO)O)O)N. Drug 2: C1=NC(=NC(=O)N1C2C(C(C(O2)CO)O)O)N. Cell line: UO-31. Synergy scores: CSS=23.6, Synergy_ZIP=-7.45, Synergy_Bliss=-1.78, Synergy_Loewe=-33.4, Synergy_HSA=-6.05. (2) Drug 1: CC1C(C(CC(O1)OC2CC(CC3=C2C(=C4C(=C3O)C(=O)C5=C(C4=O)C(=CC=C5)OC)O)(C(=O)C)O)N)O.Cl. Synergy scores: CSS=19.6, Synergy_ZIP=-3.73, Synergy_Bliss=6.71, Synergy_Loewe=5.38, Synergy_HSA=5.44. Cell line: TK-10. Drug 2: C1=CC=C(C(=C1)C(C2=CC=C(C=C2)Cl)C(Cl)Cl)Cl. (3) Drug 1: COC1=NC(=NC2=C1N=CN2C3C(C(C(O3)CO)O)O)N. Drug 2: CC12CCC3C(C1CCC2O)C(CC4=C3C=CC(=C4)O)CCCCCCCCCS(=O)CCCC(C(F)(F)F)(F)F. Cell line: NCIH23. Synergy scores: CSS=57.6, Synergy_ZIP=-0.508, Synergy_Bliss=-2.81, Synergy_Loewe=-13.6, Synergy_HSA=-5.11. (4) Drug 1: C1CC(=O)NC(=O)C1N2CC3=C(C2=O)C=CC=C3N. Drug 2: CC1CCC2CC(C(=CC=CC=CC(CC(C(=O)C(C(C(=CC(C(=O)CC(OC(=O)C3CCCCN3C(=O)C(=O)C1(O2)O)C(C)CC4CCC(C(C4)OC)O)C)C)O)OC)C)C)C)OC. Cell line: NCI-H460. Synergy scores: CSS=21.0, Synergy_ZIP=-5.56, Synergy_Bliss=-1.91, Synergy_Loewe=-47.2, Synergy_HSA=1.81. (5) Cell line: KM12. Synergy scores: CSS=-7.49, Synergy_ZIP=5.30, Synergy_Bliss=0.297, Synergy_Loewe=-42.7, Synergy_HSA=-24.5. Drug 2: C1C(C(OC1N2C=NC(=NC2=O)N)CO)O. Drug 1: CCCCCOC(=O)NC1=NC(=O)N(C=C1F)C2C(C(C(O2)C)O)O. (6) Drug 1: C1=CC(=CC=C1C#N)C(C2=CC=C(C=C2)C#N)N3C=NC=N3. Drug 2: C1CN1C2=NC(=NC(=N2)N3CC3)N4CC4. Cell line: MCF7. Synergy scores: CSS=5.96, Synergy_ZIP=-0.552, Synergy_Bliss=-1.14, Synergy_Loewe=-10.3, Synergy_HSA=-7.01.